This data is from Catalyst prediction with 721,799 reactions and 888 catalyst types from USPTO. The task is: Predict which catalyst facilitates the given reaction. (1) Reactant: C([O:8][C:9]1[CH:10]=[C:11]([CH:25]=[C:26]([F:45])[C:27]=1[N:28]1[CH2:32][C:31](=[O:33])[N:30](COCC2C=CC=CC=2)[S:29]1(=[O:44])=[O:43])[CH2:12][C:13]1[CH:18]=[C:17]([CH3:19])[CH:16]=[CH:15][C:14]=1[O:20][S:21]([CH3:24])(=[O:23])=[O:22])C1C=CC=CC=1. Product: [F:45][C:26]1[CH:25]=[C:11]([CH:10]=[C:9]([OH:8])[C:27]=1[N:28]1[CH2:32][C:31](=[O:33])[NH:30][S:29]1(=[O:44])=[O:43])[CH2:12][C:13]1[CH:18]=[C:17]([CH3:19])[CH:16]=[CH:15][C:14]=1[O:20][S:21]([CH3:24])(=[O:22])=[O:23]. The catalyst class is: 579. (2) Reactant: C(=O)([O-])O.[Na+].[S:6]=[C:7]1[NH:12][C:11]2[CH:13]=[CH:14][NH:15][C:10]=2[C:9](=[O:16])[N:8]1[C:17]1[CH:22]=[CH:21][C:20]([O:23][CH2:24][C:25]([F:28])([F:27])[F:26])=[CH:19][CH:18]=1.Br[CH2:30][CH2:31][CH2:32][O:33][CH2:34][CH2:35][O:36][CH3:37].[I-].[Na+]. Product: [CH3:37][O:36][CH2:35][CH2:34][O:33][CH2:32][CH2:31][CH2:30][S:6][C:7]1[N:8]([C:17]2[CH:18]=[CH:19][C:20]([O:23][CH2:24][C:25]([F:28])([F:27])[F:26])=[CH:21][CH:22]=2)[C:9](=[O:16])[C:10]2[NH:15][CH:14]=[CH:13][C:11]=2[N:12]=1. The catalyst class is: 9. (3) Reactant: [CH2:1]([O:3][C:4](=[O:18])/[C:5](/[N:15]=[N+]=[N-])=[CH:6]/[C:7]1[C:8]([Cl:14])=[N:9][C:10]([Cl:13])=[CH:11][CH:12]=1)[CH3:2]. Product: [CH2:1]([O:3][C:4]([C:5]1[NH:15][C:12]2[CH:11]=[C:10]([Cl:13])[N:9]=[C:8]([Cl:14])[C:7]=2[CH:6]=1)=[O:18])[CH3:2]. The catalyst class is: 728. (4) Reactant: [H-].[Na+].[C:3]([O:7][C:8]([N:10]1[CH2:14][C@H:13]([OH:15])[CH2:12][C@H:11]1[C:16]([OH:18])=[O:17])=[O:9])([CH3:6])([CH3:5])[CH3:4].[CH2:19](I)[CH3:20]. Product: [C:3]([O:7][C:8]([N:10]1[CH2:14][C@H:13]([O:15][CH2:19][CH3:20])[CH2:12][C@H:11]1[C:16]([OH:18])=[O:17])=[O:9])([CH3:6])([CH3:4])[CH3:5]. The catalyst class is: 1. (5) Reactant: [F:1][C:2]1[CH:3]=[C:4]([OH:8])[CH:5]=[CH:6][CH:7]=1.[H-].[Na+].[N:11]1([C:17]([N:19]2[CH2:24][CH:23]([C:25]3[CH:30]=[CH:29][C:28]([C:31]([F:34])([F:33])[F:32])=[CH:27][CH:26]=3)[CH2:22][CH:21]([CH2:35]S([O-])(=O)=O)[CH2:20]2)=[O:18])[CH2:16][CH2:15][O:14][CH2:13][CH2:12]1.O. Product: [F:1][C:2]1[CH:3]=[C:4]([CH:5]=[CH:6][CH:7]=1)[O:8][CH2:35][CH:21]1[CH2:22][CH:23]([C:25]2[CH:30]=[CH:29][C:28]([C:31]([F:34])([F:33])[F:32])=[CH:27][CH:26]=2)[CH2:24][N:19]([C:17]([N:11]2[CH2:16][CH2:15][O:14][CH2:13][CH2:12]2)=[O:18])[CH2:20]1. The catalyst class is: 3. (6) Product: [CH:18](=[C:22]1[CH2:27][CH2:26][N:25]([CH2:14][C@@H:13]([CH3:16])[CH2:12][N:7]2[C:6]3[CH:17]=[C:2]([F:1])[CH:3]=[CH:4][C:5]=3[O:10][CH2:9][C:8]2=[O:11])[CH2:24][CH2:23]1)[CH2:19][CH2:20][CH3:21]. The catalyst class is: 243. Reactant: [F:1][C:2]1[CH:3]=[CH:4][C:5]2[O:10][CH2:9][C:8](=[O:11])[N:7]([CH2:12][C@H:13]([CH3:16])[CH2:14]I)[C:6]=2[CH:17]=1.[CH:18](=[C:22]1[CH2:27][CH2:26][NH:25][CH2:24][CH2:23]1)[CH2:19][CH2:20][CH3:21]. (7) Reactant: Cl[C:2]1[CH:7]=[C:6]([C:8]2[CH:13]=[CH:12][C:11]([C:14]([F:17])([F:16])[F:15])=[CH:10][CH:9]=2)[N:5]=[CH:4][N:3]=1.[OH:18][C:19]1[CH:27]=[C:26]2[C:22]([CH:23]=[CH:24][NH:25]2)=[CH:21][CH:20]=1.[OH-].[Na+]. Product: [F:15][C:14]([F:17])([F:16])[C:11]1[CH:12]=[CH:13][C:8]([C:6]2[N:5]=[CH:4][N:3]=[C:2]([O:18][C:19]3[CH:27]=[C:26]4[C:22]([CH:23]=[CH:24][NH:25]4)=[CH:21][CH:20]=3)[CH:7]=2)=[CH:9][CH:10]=1. The catalyst class is: 12.